From a dataset of CYP3A4 inhibition data for predicting drug metabolism from PubChem BioAssay. Regression/Classification. Given a drug SMILES string, predict its absorption, distribution, metabolism, or excretion properties. Task type varies by dataset: regression for continuous measurements (e.g., permeability, clearance, half-life) or binary classification for categorical outcomes (e.g., BBB penetration, CYP inhibition). Dataset: cyp3a4_veith. (1) The compound is S=C(NC1CCCCC1)N1CCC([C@H]2C=NC=N2)CC1. The result is 1 (inhibitor). (2) The drug is O=C1c2ccccc2S(=O)(=O)N1CCCCN1CCN(c2ncccn2)CC1. The result is 0 (non-inhibitor). (3) The compound is C=CCSc1ccsc1C(=O)O. The result is 0 (non-inhibitor). (4) The molecule is Cc1ccc(Cl)cc1N1CCN(S(=O)(=O)c2ccc3c(c2)OCCO3)CC1. The result is 0 (non-inhibitor). (5) The drug is C[C@]12CC[C@@H]3C(=CCc4cc(O)ccc43)[C@@H]1CCC2=O. The result is 1 (inhibitor). (6) The drug is O=C(c1ccc(C(F)(F)F)cc1)c1c[nH]c(C(=O)NCCCn2ccnc2)c1. The result is 1 (inhibitor). (7) The result is 0 (non-inhibitor). The molecule is [N-]=[N+]=Nc1ccc(C(=O)CSC[C@@H](NC(=O)CC[C@@H](N)C(=O)O)C(=O)NCC(=O)O)cc1. (8) The drug is COc1ccc(CNc2ccnc(-c3cccc(NS(C)(=O)=O)c3)n2)c(OC)c1. The result is 1 (inhibitor).